Dataset: Full USPTO retrosynthesis dataset with 1.9M reactions from patents (1976-2016). Task: Predict the reactants needed to synthesize the given product. (1) Given the product [CH3:35][C:34]1[NH:29][C:27]([C:26]2[CH:30]=[CH:31][C:23]([CH2:22][N:3]3[C:4]4[C:9](=[CH:8][CH:7]=[CH:6][CH:5]=4)[C:10]4([CH2:14][O:13][C:12]5[CH:15]=[C:16]6[C:20](=[CH:21][C:11]4=5)[CH2:19][CH2:18][O:17]6)[C:2]3=[O:1])=[CH:24][CH:25]=2)=[N:46][N:36]=1, predict the reactants needed to synthesize it. The reactants are: [O:1]=[C:2]1[C:10]2([CH2:14][O:13][C:12]3[CH:15]=[C:16]4[C:20](=[CH:21][C:11]2=3)[CH2:19][CH2:18][O:17]4)[C:9]2[C:4](=[CH:5][CH:6]=[CH:7][CH:8]=2)[N:3]1[CH2:22][C:23]1[CH:31]=[CH:30][C:26]([C:27]([NH2:29])=O)=[CH:25][CH:24]=1.CO[C:34](OC)([N:36](C)C)[CH3:35].C(O)(=O)C.O.[NH2:46]N. (2) Given the product [C:34]([C:13]1[C:12]([C:23]2[CH:32]=[CH:31][CH:30]=[CH:29][CH:24]=2)=[N:11][N:10]([CH2:8][CH3:9])[C:15](=[O:16])[C:14]=1[NH:22][C:23]1[CH:32]=[CH:31][C:30]([F:33])=[C:29]2[C:24]=1[CH:25]=[CH:26][CH:27]=[N:28]2)(=[O:36])[CH3:35], predict the reactants needed to synthesize it. The reactants are: C(C1C([N+]([O-])=O)=CC(CC)=[C:8]([N:10]2[C:15](=[O:16])[CH:14]=[CH:13][CH:12]=[N:11]2)[CH:9]=1)(=O)C.[NH2:22][C:23]1[CH:32]=[CH:31][C:30]([F:33])=[C:29]2[C:24]=1[CH:25]=[CH:26][CH:27]=[N:28]2.[CH2:34]([OH:36])[CH3:35]. (3) Given the product [ClH:21].[CH2:1]([N:8]1[CH2:13][CH2:12][NH:11][CH2:10][CH2:9]1)[C:2]1[CH:3]=[CH:4][CH:5]=[CH:6][CH:7]=1, predict the reactants needed to synthesize it. The reactants are: [CH2:1]([N:8]1[CH2:13][CH2:12][N:11](C(OC(C)(C)C)=O)[CH2:10][CH2:9]1)[C:2]1[CH:7]=[CH:6][CH:5]=[CH:4][CH:3]=1.[ClH:21].C(O)C.